Dataset: Forward reaction prediction with 1.9M reactions from USPTO patents (1976-2016). Task: Predict the product of the given reaction. (1) Given the reactants C([N:8]1[CH2:13][CH2:12][CH:11]=[C:10]([C:14]([NH:16][C:17]2[C:22]([F:23])=[CH:21][C:20]([F:24])=[CH:19][C:18]=2Br)=[O:15])[CH2:9]1)C1C=CC=CC=1.BrC1C=C(F)C=C(F)C=1N.C[O:37][C:38]([C:40]1CN(CC2C=CC=CC=2)CCC=1)=[O:39], predict the reaction product. The product is: [C:38]([OH:39])(=[O:37])[CH3:40].[F:24][C:20]1[CH:19]=[C:18]2[C:10]3([CH2:11][CH2:12][CH2:13][NH:8][CH2:9]3)[C:14](=[O:15])[NH:16][C:17]2=[C:22]([F:23])[CH:21]=1. (2) Given the reactants [I:1][C:2]1[CH:3]=[C:4]2[C:8](=[CH:9][CH:10]=1)[NH:7][N:6]=[C:5]2[C:11]([N:13]([O:15][CH3:16])[CH3:14])=[O:12].[O:17]1[CH:22]=[CH:21][CH2:20][CH2:19][CH2:18]1.CC1C=CC(S([O-])(=O)=O)=CC=1.C1C=C[NH+]=CC=1.C([O-])(O)=O.[Na+], predict the reaction product. The product is: [I:1][C:2]1[CH:3]=[C:4]2[C:8](=[CH:9][CH:10]=1)[N:7]([CH:18]1[CH2:19][CH2:20][CH2:21][CH2:22][O:17]1)[N:6]=[C:5]2[C:11]([N:13]([O:15][CH3:16])[CH3:14])=[O:12]. (3) Given the reactants O=[C:2]1[N:7]([CH2:8][C:9]2[CH:14]=[CH:13][CH:12]=[CH:11][CH:10]=2)[C@@H:6]([C:15]([O:17][CH2:18][CH3:19])=[O:16])[CH2:5][O:4][CH2:3]1, predict the reaction product. The product is: [C:9]1([CH2:8][N:7]2[CH2:2][CH2:3][O:4][CH2:5][C@@H:6]2[C:15]([O:17][CH2:18][CH3:19])=[O:16])[CH:10]=[CH:11][CH:12]=[CH:13][CH:14]=1. (4) Given the reactants [NH2:1][C@@H:2]([C:5]([OH:7])=[O:6])[CH2:3]O.N[C@@H](C(O)=O)CC(=O)N.N[C@@H](C(O)=O)CC(C)C.N[C@@H](C(O)=O)CC1[C:37]2[C:32](=[CH:33][CH:34]=[CH:35][CH:36]=2)NC=1, predict the reaction product. The product is: [NH2:1][C@@H:2]([C:5]([OH:7])=[O:6])[CH2:3][C:32]1[CH:37]=[CH:36][CH:35]=[CH:34][CH:33]=1.